From a dataset of Full USPTO retrosynthesis dataset with 1.9M reactions from patents (1976-2016). Predict the reactants needed to synthesize the given product. Given the product [F:1][C:2]1[CH:7]=[CH:6][C:5]([C:8](=[O:10])[CH3:9])=[C:4]([O:11][CH:13]([CH3:15])[CH3:14])[CH:3]=1, predict the reactants needed to synthesize it. The reactants are: [F:1][C:2]1[CH:7]=[CH:6][C:5]([C:8](=[O:10])[CH3:9])=[C:4]([OH:11])[CH:3]=1.Br[CH:13]([CH3:15])[CH3:14].